This data is from Peptide-MHC class I binding affinity with 185,985 pairs from IEDB/IMGT. The task is: Regression. Given a peptide amino acid sequence and an MHC pseudo amino acid sequence, predict their binding affinity value. This is MHC class I binding data. (1) The peptide sequence is KALGPAATL. The MHC is HLA-B15:01 with pseudo-sequence HLA-B15:01. The binding affinity (normalized) is 0.233. (2) The peptide sequence is HFASAHTPFY. The MHC is Mamu-B17 with pseudo-sequence Mamu-B17. The binding affinity (normalized) is 0.151. (3) The peptide sequence is NTPVSMTYL. The MHC is Mamu-A01 with pseudo-sequence Mamu-A01. The binding affinity (normalized) is 1.00. (4) The peptide sequence is RVQFIPGQR. The MHC is HLA-A31:01 with pseudo-sequence HLA-A31:01. The binding affinity (normalized) is 0.689. (5) The peptide sequence is MSSAMSMMH. The MHC is HLA-A69:01 with pseudo-sequence HLA-A69:01. The binding affinity (normalized) is 0.0847. (6) The peptide sequence is ILHNGAYSL. The MHC is HLA-A02:01 with pseudo-sequence HLA-A02:01. The binding affinity (normalized) is 0.661. (7) The peptide sequence is TNIRQAGVQYSR. The MHC is HLA-A68:02 with pseudo-sequence HLA-A68:02. The binding affinity (normalized) is 0.